This data is from Full USPTO retrosynthesis dataset with 1.9M reactions from patents (1976-2016). The task is: Predict the reactants needed to synthesize the given product. (1) Given the product [C:19]([N:23]([CH3:24])[C:8]([Cl:7])=[O:10])([CH3:22])([CH3:21])[CH3:20], predict the reactants needed to synthesize it. The reactants are: N1C=CC=CC=1.[Cl:7][C:8](Cl)([O:10]C(=O)OC(Cl)(Cl)Cl)Cl.[C:19]([NH:23][CH3:24])([CH3:22])([CH3:21])[CH3:20]. (2) Given the product [NH2:20][C:9]1[C:8]2[N:7]=[CH:6][N:5]([CH2:1][CH:2]([CH3:4])[CH3:3])[C:17]=2[C:16]2[CH:15]=[C:14]([CH2:18][CH2:19][OH:30])[CH:13]=[CH:12][C:11]=2[N:10]=1, predict the reactants needed to synthesize it. The reactants are: [CH2:1]([N:5]1[C:17]2[C:16]3[CH:15]=[C:14]([CH:18]=[CH2:19])[CH:13]=[CH:12][C:11]=3[N:10]=[C:9]([NH2:20])[C:8]=2[N:7]=[CH:6]1)[CH:2]([CH3:4])[CH3:3].C12BC(CCC1)CCC2.[OH:30]O.[OH-].[Na+]. (3) Given the product [Cl:32][C:19]([CH2:18][CH2:17][C:8]1[CH:7]=[CH:6][C:5]([O:4][CH3:3])=[C:14]2[C:9]=1[CH:10]=[CH:11][C:12](=[O:16])[N:13]2[CH3:15])([C:20]([O:22][CH2:23][CH3:24])=[O:21])[C:25]([O:27][CH2:28][CH3:29])=[O:26], predict the reactants needed to synthesize it. The reactants are: [H-].[Na+].[CH3:3][O:4][C:5]1[CH:6]=[CH:7][C:8]([CH2:17][CH2:18][CH:19]([C:25]([O:27][CH2:28][CH3:29])=[O:26])[C:20]([O:22][CH2:23][CH3:24])=[O:21])=[C:9]2[C:14]=1[N:13]([CH3:15])[C:12](=[O:16])[CH:11]=[CH:10]2.[H][H].[Cl:32]N1C(=O)CCC1=O.Cl. (4) Given the product [CH:23]1([CH2:26][O:27][C:28]2[C:35]([O:36][CH3:37])=[CH:34][CH:33]=[CH:32][C:29]=2/[CH:30]=[CH:1]/[C:2]2[N:3]=[C:4]3[S:22][CH:21]=[CH:20][N:5]3[C:6](=[O:19])[C:7]=2[C:8]2[CH:13]=[CH:12][C:11]([O:14][C:15]([F:17])([F:18])[F:16])=[CH:10][CH:9]=2)[CH2:24][CH2:25]1, predict the reactants needed to synthesize it. The reactants are: [CH3:1][C:2]1[N:3]=[C:4]2[S:22][CH:21]=[CH:20][N:5]2[C:6](=[O:19])[C:7]=1[C:8]1[CH:13]=[CH:12][C:11]([O:14][C:15]([F:18])([F:17])[F:16])=[CH:10][CH:9]=1.[CH:23]1([CH2:26][O:27][C:28]2[C:35]([O:36][CH3:37])=[CH:34][CH:33]=[CH:32][C:29]=2[CH:30]=O)[CH2:25][CH2:24]1.[O-]CC.[Na+]. (5) Given the product [C:10]([C:12](=[C:1]([C:4]1[CH:9]=[CH:8][CH:7]=[CH:6][CH:5]=1)[CH3:2])[C:13](=[S:14])[NH2:15])#[N:11], predict the reactants needed to synthesize it. The reactants are: [C:1]([C:4]1[CH:9]=[CH:8][CH:7]=[CH:6][CH:5]=1)(=O)[CH3:2].[C:10]([CH2:12][C:13]([NH2:15])=[S:14])#[N:11].C([O-])(=O)C.[NH4+].C(O)(=O)C. (6) Given the product [CH3:24][N:25]1[C:29]2=[N:30][CH:31]=[C:32]([N+:35]([O-:37])=[O:36])[C:33]([CH3:34])=[C:28]2[C:27]([C:7]2[CH:8]3[CH2:14][CH2:13][CH:11]([CH:12]=2)[N:10]([C:15]([O:17][C:18]([CH3:21])([CH3:20])[CH3:19])=[O:16])[CH2:9]3)=[CH:26]1, predict the reactants needed to synthesize it. The reactants are: FC(F)(F)S(O[C:7]1[CH:8]2[CH2:14][CH2:13][CH:11]([CH:12]=1)[N:10]([C:15]([O:17][C:18]([CH3:21])([CH3:20])[CH3:19])=[O:16])[CH2:9]2)(=O)=O.[CH3:24][N:25]1[C:29]2=[N:30][CH:31]=[C:32]([N+:35]([O-:37])=[O:36])[C:33]([CH3:34])=[C:28]2[C:27](B2OC(C)(C)C(C)(C)O2)=[CH:26]1.P([O-])([O-])([O-])=O.[K+].[K+].[K+].